Dataset: Reaction yield outcomes from USPTO patents with 853,638 reactions. Task: Predict the reaction yield, written as a fraction of the theoretical maximum amount of product (1.0 means a 100% yield; for example, 0.34 means a 34% yield). (1) The reactants are [F:1][C:2]([F:17])([F:16])[CH2:3][CH2:4][CH2:5][O:6][C:7]1[CH:15]=[CH:14][C:10]([C:11]([OH:13])=[O:12])=[CH:9][CH:8]=1.Cl.CN(C)CCCN=C=NCC.[N+:30]([C:33]1[CH:34]=[C:35]([CH:57]=[C:58]([N+:60]([O-:62])=[O:61])[CH:59]=1)[C:36]([O:38][CH2:39][CH2:40][CH2:41][CH2:42][CH2:43][CH2:44][O:45][C:46](=[O:56])/[CH:47]=[CH:48]/[C:49]1[CH:54]=[CH:53][C:52](O)=[CH:51][CH:50]=1)=[O:37])([O-:32])=[O:31]. The catalyst is ClCCl.CN(C)C1C=CN=CC=1. The product is [N+:30]([C:33]1[CH:34]=[C:35]([CH:57]=[C:58]([N+:60]([O-:62])=[O:61])[CH:59]=1)[C:36]([O:38][CH2:39][CH2:40][CH2:41][CH2:42][CH2:43][CH2:44][O:45][C:46](=[O:56])/[CH:47]=[CH:48]/[C:49]1[CH:50]=[CH:51][C:52]([O:12][C:11](=[O:13])[C:10]2[CH:14]=[CH:15][C:7]([O:6][CH2:5][CH2:4][CH2:3][C:2]([F:16])([F:17])[F:1])=[CH:8][CH:9]=2)=[CH:53][CH:54]=1)=[O:37])([O-:32])=[O:31]. The yield is 0.790. (2) The reactants are [NH2:1][CH:2]1[CH2:7][CH2:6][CH2:5][CH:4]([NH:8][C:9]2[CH:18]=[CH:17][C:16]3[C:11](=[CH:12][CH:13]=[C:14]([N:19]([CH3:21])[CH3:20])[CH:15]=3)[N:10]=2)[CH2:3]1.[S:22]1[CH:26]=[CH:25][C:24]([CH:27]=O)=[CH:23]1. The catalyst is C(Cl)Cl.CO.C(Cl)Cl.CC(O)=O. The product is [CH3:20][N:19]([CH3:21])[C:14]1[CH:15]=[C:16]2[C:11](=[CH:12][CH:13]=1)[N:10]=[C:9]([NH:8][CH:4]1[CH2:5][CH2:6][CH2:7][CH:2]([NH:1][CH2:27][C:24]3[CH:25]=[CH:26][S:22][CH:23]=3)[CH2:3]1)[CH:18]=[CH:17]2. The yield is 0.540. (3) The reactants are [NH2:1][C:2]1[CH:3]=[C:4]([C:8]2[C:16]3[C:11](=[CH:12][CH:13]=[C:14]([C:17]([NH2:19])=[O:18])[CH:15]=3)[N:10](C3CCCCO3)[N:9]=2)[CH:5]=[CH:6][CH:7]=1.[Cl:26][C:27]1[CH:32]=[C:31]([Cl:33])[CH:30]=[CH:29][C:28]=1[CH2:34][C:35](O)=[O:36].CCN=C=NCCCN(C)C. No catalyst specified. The product is [Cl:26][C:27]1[CH:32]=[C:31]([Cl:33])[CH:30]=[CH:29][C:28]=1[CH2:34][C:35]([NH:1][C:2]1[CH:3]=[C:4]([C:8]2[C:16]3[C:11](=[CH:12][CH:13]=[C:14]([C:17]([NH2:19])=[O:18])[CH:15]=3)[NH:10][N:9]=2)[CH:5]=[CH:6][CH:7]=1)=[O:36]. The yield is 0.0300. (4) The reactants are [CH2:1]([O:8][N:9]([CH2:12][C@@H:13]([O:44][CH2:45][C:46]1[CH:51]=[CH:50][CH:49]=[CH:48][CH:47]=1)[C@@H:14]([O:36][CH2:37][C:38]1[CH:43]=[CH:42][CH:41]=[CH:40][CH:39]=1)[C@H:15]([O:28][CH2:29][C:30]1[CH:35]=[CH:34][CH:33]=[CH:32][CH:31]=1)[CH2:16][O:17][Si](C(C)C)(C(C)C)C(C)C)[CH:10]=[O:11])[C:2]1[CH:7]=[CH:6][CH:5]=[CH:4][CH:3]=1.CCCC[N+](CCCC)(CCCC)CCCC.[F-]. The catalyst is C1COCC1.O. The product is [CH2:1]([O:8][N:9]([CH2:12][C@@H:13]([O:44][CH2:45][C:46]1[CH:47]=[CH:48][CH:49]=[CH:50][CH:51]=1)[C@@H:14]([O:36][CH2:37][C:38]1[CH:43]=[CH:42][CH:41]=[CH:40][CH:39]=1)[C@H:15]([O:28][CH2:29][C:30]1[CH:31]=[CH:32][CH:33]=[CH:34][CH:35]=1)[CH2:16][OH:17])[CH:10]=[O:11])[C:2]1[CH:7]=[CH:6][CH:5]=[CH:4][CH:3]=1. The yield is 0.900. (5) The reactants are [F:1][C:2]([F:16])([F:15])[C:3]1[C:4]([N:9]2[CH2:14][CH2:13][NH:12][CH2:11][CH2:10]2)=[N:5][CH:6]=[CH:7][CH:8]=1.[Cl:17][C:18]1([Cl:25])[CH2:20][C:19]1([CH3:24])[C:21](O)=[O:22].F[P-](F)(F)(F)(F)F.N1(O[P+](N(C)C)(N(C)C)N(C)C)C2C=CC=CC=2N=N1. The catalyst is CN(C)C=O. The product is [Cl:17][C:18]1([Cl:25])[CH2:20][C:19]1([C:21]([N:12]1[CH2:11][CH2:10][N:9]([C:4]2[C:3]([C:2]([F:1])([F:15])[F:16])=[CH:8][CH:7]=[CH:6][N:5]=2)[CH2:14][CH2:13]1)=[O:22])[CH3:24]. The yield is 0.560. (6) The yield is 0.850. The product is [Cl:1][C:2]1[CH:3]=[C:4]([C:13]([C:15]([F:18])([F:17])[F:16])=[CH2:14])[CH:5]=[C:6]([Cl:8])[CH:7]=1. The reactants are [Cl:1][C:2]1[CH:3]=[C:4](B(O)O)[CH:5]=[C:6]([Cl:8])[CH:7]=1.Br[C:13]([C:15]([F:18])([F:17])[F:16])=[CH2:14].C([O-])([O-])=O.[K+].[K+]. The catalyst is C1COCC1.O.Cl[Pd](Cl)([P](C1C=CC=CC=1)(C1C=CC=CC=1)C1C=CC=CC=1)[P](C1C=CC=CC=1)(C1C=CC=CC=1)C1C=CC=CC=1. (7) The reactants are O.NN.C([O:7][C@H:8]1[C@H:12]([O:13][C:14](=[O:21])[C:15]2[CH:20]=[CH:19][CH:18]=[CH:17][CH:16]=2)[C@H:11]([CH2:22][O:23][C:24](=[O:31])[C:25]2[CH:30]=[CH:29][CH:28]=[CH:27][CH:26]=2)[O:10][C@@H:9]1[N:32]1[CH:39]=[CH:38][C:36](=[O:37])[NH:35][C:33]1=[O:34])(=O)C.CC(C)=O. The catalyst is N1C=CC=CC=1.C(O)(=O)C. The product is [C:14]([O:13][C@@H:12]1[C@H:11]([CH2:22][O:23][C:24](=[O:31])[C:25]2[CH:30]=[CH:29][CH:28]=[CH:27][CH:26]=2)[O:10][C@H:9]([N:32]2[CH:39]=[CH:38][C:36](=[O:37])[NH:35][C:33]2=[O:34])[C@H:8]1[OH:7])(=[O:21])[C:15]1[CH:20]=[CH:19][CH:18]=[CH:17][CH:16]=1. The yield is 0.680. (8) The reactants are [F:1][C:2]1[CH:7]=[CH:6][C:5]([C:8]2[CH:13]=[CH:12][C:11]([C@@H:14]([N:16]3[CH2:21][CH2:20][C@:19]([CH2:28][CH2:29][C:30]([NH2:32])=O)([C:22]4[CH:27]=[CH:26][CH:25]=[CH:24][CH:23]=4)[O:18][C:17]3=[O:33])[CH3:15])=[CH:10][CH:9]=2)=[CH:4][CH:3]=1.CCN(C(C)C)C(C)C.C(OC(C(F)(F)F)=O)(C(F)(F)F)=O. The catalyst is C(Cl)Cl. The product is [F:1][C:2]1[CH:7]=[CH:6][C:5]([C:8]2[CH:9]=[CH:10][C:11]([C@@H:14]([N:16]3[CH2:21][CH2:20][C@:19]([CH2:28][CH2:29][C:30]#[N:32])([C:22]4[CH:23]=[CH:24][CH:25]=[CH:26][CH:27]=4)[O:18][C:17]3=[O:33])[CH3:15])=[CH:12][CH:13]=2)=[CH:4][CH:3]=1. The yield is 0.100.